Dataset: Catalyst prediction with 721,799 reactions and 888 catalyst types from USPTO. Task: Predict which catalyst facilitates the given reaction. (1) Reactant: [CH:1]([C:4]1[S:5][C:6]([C:9]([O:11]CC)=[O:10])=[CH:7][N:8]=1)([CH3:3])[CH3:2].[OH-].[Li+]. Product: [CH:1]([C:4]1[S:5][C:6]([C:9]([OH:11])=[O:10])=[CH:7][N:8]=1)([CH3:3])[CH3:2]. The catalyst class is: 24. (2) The catalyst class is: 26. Product: [Br:1][C:2]1[CH:7]=[CH:6][C:5]([NH:8][CH:13]2[CH2:14][CH2:15][O:10][CH2:11][CH2:12]2)=[C:4]([Cl:9])[CH:3]=1. Reactant: [Br:1][C:2]1[CH:7]=[CH:6][C:5]([NH2:8])=[C:4]([Cl:9])[CH:3]=1.[O:10]1[CH2:15][CH2:14][C:13](=O)[CH2:12][CH2:11]1.C(O[BH-](OC(=O)C)OC(=O)C)(=O)C.[Na+]. (3) Reactant: [C:1]([CH2:3][C:4]([NH2:6])=[O:5])#[N:2].[S:7]1CC(O)S[CH2:9][CH:8]1O. Product: [NH2:2][C:1]1[S:7][CH:8]=[CH:9][C:3]=1[C:4]([NH2:6])=[O:5]. The catalyst class is: 14. (4) Reactant: [CH3:1][C:2]([C:8]1[CH:13]=[CH:12][N:11]=[CH:10][CH:9]=1)([CH3:7])[C:3]([O:5][CH3:6])=[O:4].[ClH:14]. Product: [ClH:14].[CH3:7][C:2]([CH:8]1[CH2:9][CH2:10][NH:11][CH2:12][CH2:13]1)([CH3:1])[C:3]([O:5][CH3:6])=[O:4]. The catalyst class is: 603.